The task is: Predict the product of the given reaction.. This data is from Forward reaction prediction with 1.9M reactions from USPTO patents (1976-2016). Given the reactants [C:1]([O:5][C:6]1[C:11]2[N:12]=[C:13]([O:15][CH:16]([CH3:18])[CH3:17])[S:14][C:10]=2[C:9]([C@@H:19]([OH:22])[CH2:20]Cl)=[CH:8][CH:7]=1)([CH3:4])([CH3:3])[CH3:2].[CH2:23]([O:30][C@@H:31]1[CH2:35][CH2:34][CH2:33][C@@H:32]1[NH2:36])[C:24]1[CH:29]=[CH:28][CH:27]=[CH:26][CH:25]=1, predict the reaction product. The product is: [CH2:23]([O:30][C@@H:31]1[CH2:35][CH2:34][CH2:33][C@@H:32]1[NH:36][CH2:20][C@@H:19]([C:9]1[C:10]2[S:14][C:13]([O:15][CH:16]([CH3:18])[CH3:17])=[N:12][C:11]=2[C:6]([O:5][C:1]([CH3:4])([CH3:3])[CH3:2])=[CH:7][CH:8]=1)[OH:22])[C:24]1[CH:29]=[CH:28][CH:27]=[CH:26][CH:25]=1.